From a dataset of Peptide-MHC class I binding affinity with 185,985 pairs from IEDB/IMGT. Regression. Given a peptide amino acid sequence and an MHC pseudo amino acid sequence, predict their binding affinity value. This is MHC class I binding data. (1) The peptide sequence is ENSLESSNER. The MHC is Mamu-B8301 with pseudo-sequence Mamu-B8301. The binding affinity (normalized) is 0.962. (2) The peptide sequence is ILLMTVTSI. The MHC is HLA-A02:01 with pseudo-sequence HLA-A02:01. The binding affinity (normalized) is 0.777. (3) The peptide sequence is YHRPLTGYM. The MHC is HLA-B15:17 with pseudo-sequence HLA-B15:17. The binding affinity (normalized) is 0.0847. (4) The peptide sequence is RLYQYSFAK. The MHC is HLA-B45:06 with pseudo-sequence HLA-B45:06. The binding affinity (normalized) is 0.213. (5) The peptide sequence is YVRSTKLRM. The binding affinity (normalized) is 0.855. The MHC is Mamu-A02 with pseudo-sequence Mamu-A02. (6) The peptide sequence is VSFQQPLQQY. The MHC is HLA-A11:01 with pseudo-sequence HLA-A11:01. The binding affinity (normalized) is 0.544. (7) The peptide sequence is AEALLADGL. The MHC is HLA-B08:03 with pseudo-sequence HLA-B08:03. The binding affinity (normalized) is 0.0847.